Task: Predict the product of the given reaction.. Dataset: Forward reaction prediction with 1.9M reactions from USPTO patents (1976-2016) (1) Given the reactants Cl.[CH:2]([N:5]1[C:9]([C:10]2[N:19]=[C:18]3[N:12]([CH2:13][CH2:14][O:15][C:16]4[CH:23]=[C:22]([CH:24]5[CH2:29][CH2:28][NH:27][CH2:26][CH2:25]5)[CH:21]=[CH:20][C:17]=43)[CH:11]=2)=[N:8][C:7]([CH3:30])=[N:6]1)([CH3:4])[CH3:3].C(=O)([O-])[O-].[K+].[K+].Br[CH2:38][C:39]([NH2:41])=[O:40], predict the reaction product. The product is: [CH:2]([N:5]1[C:9]([C:10]2[N:19]=[C:18]3[C:17]4[CH:20]=[CH:21][C:22]([CH:24]5[CH2:29][CH2:28][N:27]([CH2:38][C:39]([NH2:41])=[O:40])[CH2:26][CH2:25]5)=[CH:23][C:16]=4[O:15][CH2:14][CH2:13][N:12]3[CH:11]=2)=[N:8][C:7]([CH3:30])=[N:6]1)([CH3:4])[CH3:3]. (2) The product is: [CH2:26]([O:25][C:23](=[O:24])[CH:22]=[C:2]1[CH2:7][CH2:6][N:5]([C:8]([O:10][C:11]([CH3:14])([CH3:13])[CH3:12])=[O:9])[CH2:4][CH2:3]1)[CH3:27]. Given the reactants O=[C:2]1[CH2:7][CH2:6][N:5]([C:8]([O:10][C:11]([CH3:14])([CH3:13])[CH3:12])=[O:9])[CH2:4][CH2:3]1.C1(P(C2C=CC=CC=2)(C2C=CC=CC=2)=[CH:22][C:23]([O:25][CH2:26][CH3:27])=[O:24])C=CC=CC=1, predict the reaction product. (3) Given the reactants [N:1]1[C:10]2[CH2:9][CH2:8][NH:7][CH2:6][C:5]=2[CH:4]=[CH:3][CH:2]=1.Cl[CH:12]1[CH2:17][N:16]([CH:18]2[CH2:21][CH2:20][CH2:19]2)[CH2:15][CH2:14][NH:13]1.[C:22](N)(=[O:24])[CH3:23].C([O-])([O-])=O.[K+].[K+].[Na+].[I-], predict the reaction product. The product is: [CH:18]1([N:16]2[CH2:15][CH2:14][N:13]([C:22](=[O:24])[CH2:23][N:7]3[CH2:8][CH2:9][C:10]4[N:1]=[CH:2][CH:3]=[CH:4][C:5]=4[CH2:6]3)[CH2:12][CH2:17]2)[CH2:21][CH2:20][CH2:19]1. (4) The product is: [F:11][C:3]1[C:4]([F:10])=[CH:5][C:6]([F:9])=[C:7]([F:8])[C:2]=1[CH2:14][C@H:15]([OH:16])[CH3:18]. Given the reactants Br[C:2]1[C:7]([F:8])=[C:6]([F:9])[CH:5]=[C:4]([F:10])[C:3]=1[F:11].N#N.[CH3:14][CH2:15][OH:16].[Li][CH:18](CC)C.C1CCCCC1.B(F)(F)F.C(OCC)C, predict the reaction product. (5) Given the reactants [NH2:1][CH2:2][CH2:3][CH2:4][N:5]1[C:17]2[C:16]3[CH2:15][CH2:14][CH2:13][CH2:12][C:11]=3[N:10]=[C:9]([NH2:18])[C:8]=2[N:7]=[C:6]1[CH2:19][O:20][CH2:21][CH3:22].[CH3:23][S:24](O[S:24]([CH3:23])(=[O:26])=[O:25])(=[O:26])=[O:25], predict the reaction product. The product is: [NH2:18][C:9]1[C:8]2[N:7]=[C:6]([CH2:19][O:20][CH2:21][CH3:22])[N:5]([CH2:4][CH2:3][CH2:2][NH:1][S:24]([CH3:23])(=[O:26])=[O:25])[C:17]=2[C:16]2[CH2:15][CH2:14][CH2:13][CH2:12][C:11]=2[N:10]=1.